Dataset: NCI-60 drug combinations with 297,098 pairs across 59 cell lines. Task: Regression. Given two drug SMILES strings and cell line genomic features, predict the synergy score measuring deviation from expected non-interaction effect. (1) Drug 1: C1CC(=O)NC(=O)C1N2CC3=C(C2=O)C=CC=C3N. Drug 2: C1=CC=C(C=C1)NC(=O)CCCCCCC(=O)NO. Cell line: SF-268. Synergy scores: CSS=20.4, Synergy_ZIP=6.53, Synergy_Bliss=6.59, Synergy_Loewe=5.12, Synergy_HSA=7.45. (2) Drug 1: B(C(CC(C)C)NC(=O)C(CC1=CC=CC=C1)NC(=O)C2=NC=CN=C2)(O)O. Drug 2: CC1C(C(CC(O1)OC2CC(CC3=C2C(=C4C(=C3O)C(=O)C5=CC=CC=C5C4=O)O)(C(=O)C)O)N)O. Cell line: UO-31. Synergy scores: CSS=66.1, Synergy_ZIP=4.61, Synergy_Bliss=5.81, Synergy_Loewe=8.12, Synergy_HSA=9.63.